From a dataset of Forward reaction prediction with 1.9M reactions from USPTO patents (1976-2016). Predict the product of the given reaction. (1) Given the reactants [NH:1]1[CH:5]=[CH:4][C:3]([C:6]([O:8]CC)=[O:7])=[N:2]1.F[C:12]1[CH:17]=[C:16]([I:18])[CH:15]=[CH:14][N:13]=1, predict the reaction product. The product is: [I:18][C:16]1[CH:15]=[CH:14][N:13]=[C:12]([N:1]2[CH:5]=[CH:4][C:3]([C:6]([OH:8])=[O:7])=[N:2]2)[CH:17]=1. (2) Given the reactants [CH2:1]1[C:3]([NH2:7])([C:4]([OH:6])=[O:5])[CH2:2]1.Cl[Si](C)(C)C.CCN(C(C)C)C(C)C.Cl[C:23]([O:25][CH:26](Cl)[CH:27](C)C)=[O:24].[CH3:31][C:32]1[CH:33]=[CH:34][C:35]([C:38]([OH:40])=[O:39])=[CH:36][CH:37]=1, predict the reaction product. The product is: [CH3:31][C:32]1[CH:37]=[CH:36][C:35]([C:38]([O:40][CH2:27][CH2:26][O:25][C:23]([NH:7][C:3]2([C:4]([OH:6])=[O:5])[CH2:2][CH2:1]2)=[O:24])=[O:39])=[CH:34][CH:33]=1.